Task: Predict the product of the given reaction.. Dataset: Forward reaction prediction with 1.9M reactions from USPTO patents (1976-2016) (1) The product is: [O:8]1[CH2:9][CH2:10][O:11][CH:7]1[C:4]1[S:5][CH:6]=[C:2]([C:18]([O:20][CH3:21])=[O:19])[CH:3]=1. Given the reactants Br[C:2]1[CH:3]=[C:4]([CH:7]2[O:11][CH2:10][CH2:9][O:8]2)[S:5][CH:6]=1.[Li]CCCC.Cl[C:18]([O:20][CH3:21])=[O:19], predict the reaction product. (2) Given the reactants Br[C:2]1[CH:7]=[CH:6][C:5]([C:8]2([O:11][CH2:12][C:13]3[CH:18]=[CH:17][CH:16]=[CH:15][CH:14]=3)[CH2:10][CH2:9]2)=[C:4]([CH3:19])[CH:3]=1.[CH3:20][Si:21]([C:24]#[CH:25])([CH3:23])[CH3:22], predict the reaction product. The product is: [CH2:12]([O:11][C:8]1([C:5]2[CH:6]=[CH:7][C:2]([C:25]#[C:24][Si:21]([CH3:23])([CH3:22])[CH3:20])=[CH:3][C:4]=2[CH3:19])[CH2:10][CH2:9]1)[C:13]1[CH:18]=[CH:17][CH:16]=[CH:15][CH:14]=1.